This data is from Forward reaction prediction with 1.9M reactions from USPTO patents (1976-2016). The task is: Predict the product of the given reaction. Given the reactants [Cl:1][C:2]1[C:3]([Cl:11])=[N:4][CH:5]=C([CH:10]=1)C(O)=O.O=S(Cl)Cl.[Cl:16][C:17]1[CH:22]=[CH:21][CH:20]=[C:19]([NH:23][CH:24]([CH3:26])C)[C:18]=1[NH2:27].[C:28]1(C)[CH:33]=CC=C[CH:29]=1, predict the reaction product. The product is: [Cl:16][C:17]1[C:18]2[N:27]([CH2:29][CH2:28][CH3:33])[C:24]([C:26]3[CH:5]=[N:4][C:3]([Cl:11])=[C:2]([Cl:1])[CH:10]=3)=[N:23][C:19]=2[CH:20]=[CH:21][CH:22]=1.